The task is: Regression. Given two drug SMILES strings and cell line genomic features, predict the synergy score measuring deviation from expected non-interaction effect.. This data is from NCI-60 drug combinations with 297,098 pairs across 59 cell lines. Drug 1: C1=CC(=CC=C1C#N)C(C2=CC=C(C=C2)C#N)N3C=NC=N3. Drug 2: C1C(C(OC1N2C=NC3=C2NC=NCC3O)CO)O. Cell line: RPMI-8226. Synergy scores: CSS=5.29, Synergy_ZIP=7.53, Synergy_Bliss=4.81, Synergy_Loewe=5.27, Synergy_HSA=0.913.